From a dataset of Full USPTO retrosynthesis dataset with 1.9M reactions from patents (1976-2016). Predict the reactants needed to synthesize the given product. (1) Given the product [ClH:40].[ClH:40].[NH2:30][C:21]1[C:22]([O:24][CH2:25][C:26]([F:29])([F:27])[F:28])=[CH:23][C:18]([CH2:17][C@H:14]2[C@H:15]([OH:16])[C@@H:10]([NH:9][CH2:8][C:7]3[CH:36]=[CH:37][CH:38]=[C:5]([C:1]([CH3:3])([CH3:4])[CH3:2])[CH:6]=3)[CH2:11][S:12](=[O:34])(=[O:35])[CH2:13]2)=[CH:19][C:20]=1[F:33], predict the reactants needed to synthesize it. The reactants are: [C:1]([C:5]1[CH:6]=[C:7]([CH:36]=[CH:37][CH:38]=1)[CH2:8][NH:9][C@@H:10]1[C@@H:15]([OH:16])[C@H:14]([CH2:17][C:18]2[CH:23]=[C:22]([O:24][CH2:25][C:26]([F:29])([F:28])[F:27])[C:21]([N+:30]([O-])=O)=[C:20]([F:33])[CH:19]=2)[CH2:13][S:12](=[O:35])(=[O:34])[CH2:11]1)([CH3:4])([CH3:3])[CH3:2].C(Cl)[Cl:40].CO. (2) The reactants are: [CH2:1]([O:3][C:4]([C:6]1[NH:7][C:8]2[C:13]([C:14]=1Br)=[CH:12][C:11]([NH:16][S:17]([C:20]1[CH:25]=[CH:24][C:23]([C:26]([CH3:29])([CH3:28])[CH3:27])=[CH:22][CH:21]=1)(=[O:19])=[O:18])=[CH:10][CH:9]=2)=[O:5])[CH3:2].[CH3:30][O:31][C:32]1[CH:33]=[C:34](B(O)O)[CH:35]=[CH:36][CH:37]=1. Given the product [CH2:1]([O:3][C:4]([C:6]1[NH:7][C:8]2[C:13]([C:14]=1[C:36]1[CH:35]=[CH:34][CH:33]=[C:32]([O:31][CH3:30])[CH:37]=1)=[CH:12][C:11]([NH:16][S:17]([C:20]1[CH:25]=[CH:24][C:23]([C:26]([CH3:29])([CH3:28])[CH3:27])=[CH:22][CH:21]=1)(=[O:19])=[O:18])=[CH:10][CH:9]=2)=[O:5])[CH3:2], predict the reactants needed to synthesize it. (3) The reactants are: S(Cl)(Cl)=O.CC1C=CC(C(O)=O)=CN=1.CC1N=CC(C(Cl)=O)=CC=1.[CH3:25][O:26][C:27]1[CH:28]=[C:29]2[C:34](=[CH:35][C:36]=1[O:37][CH3:38])[N:33]=[CH:32][N:31]=[C:30]2[O:39][C:40]1[CH:46]=[CH:45][C:43]([NH2:44])=[CH:42][CH:41]=1.[CH3:47][C:48]1[N:53]=[CH:52][C:51]([C:54]([N:56]=[C:57]=[S:58])=[O:55])=[CH:50][CH:49]=1. Given the product [CH3:25][O:26][C:27]1[CH:28]=[C:29]2[C:34](=[CH:35][C:36]=1[O:37][CH3:38])[N:33]=[CH:32][N:31]=[C:30]2[O:39][C:40]1[CH:46]=[CH:45][C:43]([NH:44][C:57]([NH:56][C:54]([C:51]2[CH:52]=[N:53][C:48]([CH3:47])=[CH:49][CH:50]=2)=[O:55])=[S:58])=[CH:42][CH:41]=1, predict the reactants needed to synthesize it. (4) Given the product [F:32][C:26]1[CH:27]=[CH:28][CH:29]=[C:30]([F:31])[C:25]=1[NH:24][C:22](=[O:23])[C:21]1[CH:33]=[C:17]([C:9]2[N:10]=[C:11]3[CH:16]=[CH:15][CH:14]=[CH:13][N:12]3[C:8]=2[C:6]2[CH:5]=[CH:4][N:3]=[C:2]([NH:53][C:39]3[CH:40]=[CH:41][C:42]([N:44]4[CH2:49][CH2:48][N:47]([CH2:50][CH2:51][CH3:52])[CH2:46][CH2:45]4)=[CH:43][C:38]=3[O:37][CH3:36])[N:7]=2)[CH:18]=[CH:19][C:20]=1[O:34][CH3:35], predict the reactants needed to synthesize it. The reactants are: Cl[C:2]1[N:7]=[C:6]([C:8]2[N:12]3[CH:13]=[CH:14][CH:15]=[CH:16][C:11]3=[N:10][C:9]=2[C:17]2[CH:18]=[CH:19][C:20]([O:34][CH3:35])=[C:21]([CH:33]=2)[C:22]([NH:24][C:25]2[C:30]([F:31])=[CH:29][CH:28]=[CH:27][C:26]=2[F:32])=[O:23])[CH:5]=[CH:4][N:3]=1.[CH3:36][O:37][C:38]1[CH:43]=[C:42]([N:44]2[CH2:49][CH2:48][N:47]([CH2:50][CH2:51][CH3:52])[CH2:46][CH2:45]2)[CH:41]=[CH:40][C:39]=1[NH2:53].Cl.O1CCOCC1.C[O-].[Na+].